This data is from Forward reaction prediction with 1.9M reactions from USPTO patents (1976-2016). The task is: Predict the product of the given reaction. (1) Given the reactants [F:1][C:2]([F:45])([F:44])[C:3]1[CH:4]=[C:5]([CH:37]=[C:38]([C:40]([F:43])([F:42])[F:41])[CH:39]=1)[CH2:6][N:7]([CH2:23][C:24]1[CH:29]=[C:28]([C:30]([F:33])([F:32])[F:31])[CH:27]=[CH:26][C:25]=1[NH:34][CH2:35][CH3:36])[C:8]1[N:13]=[CH:12][C:11]([O:14][CH2:15][CH2:16][CH2:17][C:18]([O:20][CH2:21][CH3:22])=[O:19])=[CH:10][N:9]=1.N1C=CC=CC=1.[C:52](Cl)(=[O:56])[CH2:53][CH2:54][CH3:55].Cl, predict the reaction product. The product is: [F:43][C:40]([F:41])([F:42])[C:38]1[CH:37]=[C:5]([CH:4]=[C:3]([C:2]([F:1])([F:44])[F:45])[CH:39]=1)[CH2:6][N:7]([CH2:23][C:24]1[CH:29]=[C:28]([C:30]([F:33])([F:32])[F:31])[CH:27]=[CH:26][C:25]=1[N:34]([C:52](=[O:56])[CH2:53][CH2:54][CH3:55])[CH2:35][CH3:36])[C:8]1[N:9]=[CH:10][C:11]([O:14][CH2:15][CH2:16][CH2:17][C:18]([O:20][CH2:21][CH3:22])=[O:19])=[CH:12][N:13]=1. (2) Given the reactants FC1C(F)=CC=CC=1[C@@H]1CC[C@@H](CC([N:23]2[CH2:28][CH2:27][CH:26]([N:29]3[C:37]4[C:32](=[N:33][CH:34]=[CH:35][CH:36]=4)[NH:31][C:30]3=[O:38])[CH2:25][CH2:24]2)=O)C2=NC=CC=C2C1.FC1C(F)=CC=CC=1[C@H]1CC[C@H](CC(N2CCC(N3C4C(=NC=CC=4)NC3=O)CC2)=O)C2=NC=CC=C2C1.Cl, predict the reaction product. The product is: [NH:23]1[CH2:24][CH2:25][CH:26]([N:29]2[C:37]3[C:32](=[N:33][CH:34]=[CH:35][CH:36]=3)[NH:31][C:30]2=[O:38])[CH2:27][CH2:28]1. (3) The product is: [NH2:39][C:40](=[O:78])[C:41]([CH3:76])([CH3:77])[CH2:42][NH:43][C:44]([C:46]1[S:47][C:48]([C:58]2[CH:63]=[CH:62][C:61]([C:64]([OH:73])([C:65]([F:67])([F:66])[F:68])[C:69]([F:72])([F:70])[F:71])=[C:60]([Cl:74])[C:59]=2[Cl:75])=[C:49]([C:51]([OH:53])=[O:52])[N:50]=1)=[O:45]. Given the reactants ClC1C(Cl)=C(C(O)(C(F)(F)F)C(F)(F)F)C=CC=1C1SC(C(N2CCSCC2)=O)=NC=1C(OC(C)(C)C)=O.[NH2:39][C:40](=[O:78])[C:41]([CH3:77])([CH3:76])[CH2:42][NH:43][C:44]([C:46]1[S:47][C:48]([C:58]2[CH:63]=[CH:62][C:61]([C:64]([OH:73])([C:69]([F:72])([F:71])[F:70])[C:65]([F:68])([F:67])[F:66])=[C:60]([Cl:74])[C:59]=2[Cl:75])=[C:49]([C:51]([O:53]C(C)(C)C)=[O:52])[N:50]=1)=[O:45], predict the reaction product. (4) Given the reactants [N:1]1[CH:6]=[CH:5][N:4]=[CH:3][C:2]=1[NH2:7].C(=O)([O-])[O-].[K+].[K+].[Br:14][CH2:15][C:16](Br)=[O:17], predict the reaction product. The product is: [Br:14][CH2:15][C:16]([NH:7][C:2]1[CH:3]=[N:4][CH:5]=[CH:6][N:1]=1)=[O:17]. (5) Given the reactants F[C:2](F)(F)C1C=C(C=CC=1)C=O.[CH3:13][CH:14]([CH3:33])[CH:15]([C:27]1[CH:32]=[CH:31][CH:30]=[CH:29][CH:28]=1)[C:16]([NH:18][C@@H:19]1[C@@H:26]2[C@@H:22]([CH2:23][NH:24][CH2:25]2)[CH2:21][CH2:20]1)=[O:17].[CH:34]1([CH:40]([CH:52]2[CH2:57][CH2:56][CH2:55][CH2:54][CH2:53]2)[C:41](N[C@@H]2[C@H]3[C@H](CNC3)CC2)=O)[CH2:39][CH2:38][CH2:37][CH2:36][CH2:35]1, predict the reaction product. The product is: [C:52]1([CH:40]([C:34]2[CH:35]=[CH:36][CH:37]=[CH:38][CH:39]=2)[CH2:41][CH2:2][N:24]2[CH2:25][C@@H:26]3[C@@H:19]([NH:18][C:16](=[O:17])[CH:15]([C:27]4[CH:28]=[CH:29][CH:30]=[CH:31][CH:32]=4)[CH:14]([CH3:33])[CH3:13])[CH2:20][CH2:21][C@@H:22]3[CH2:23]2)[CH:53]=[CH:54][CH:55]=[CH:56][CH:57]=1. (6) The product is: [F:3][C:4]1[C:14]([F:15])=[C:13]([F:16])[CH:12]=[CH:11][C:5]=1[N:6]([CH:27]=[C:21]([C:20]([O:19][CH2:17][CH3:18])=[O:31])[C:22]([O:24][CH2:25][CH3:26])=[O:23])[C@@H:7]([CH3:10])[CH2:8][OH:9]. Given the reactants [OH-].[K+].[F:3][C:4]1[C:14]([F:15])=[C:13]([F:16])[CH:12]=[CH:11][C:5]=1[NH:6][C@@H:7]([CH3:10])[CH2:8][OH:9].[CH2:17]([O:19][C:20](=[O:31])[C:21](=[CH:27]OCC)[C:22]([O:24][CH2:25][CH3:26])=[O:23])[CH3:18].O, predict the reaction product. (7) Given the reactants [NH2:1][C:2]1[CH:7]=[C:6](OC)[CH:5]=[CH:4][C:3]=1[C:10]([C:12]1[CH:17]=[CH:16][CH:15]=[CH:14][C:13]=1[F:18])=[O:11].[CH3:19]C1C=CC=CC=1N.FC1C=CC=CC=1C#N, predict the reaction product. The product is: [NH2:1][C:2]1[C:7]([CH3:19])=[CH:6][CH:5]=[CH:4][C:3]=1[C:10]([C:12]1[CH:17]=[CH:16][CH:15]=[CH:14][C:13]=1[F:18])=[O:11].